From a dataset of NCI-60 drug combinations with 297,098 pairs across 59 cell lines. Regression. Given two drug SMILES strings and cell line genomic features, predict the synergy score measuring deviation from expected non-interaction effect. Drug 1: C1=C(C(=O)NC(=O)N1)F. Drug 2: CS(=O)(=O)CCNCC1=CC=C(O1)C2=CC3=C(C=C2)N=CN=C3NC4=CC(=C(C=C4)OCC5=CC(=CC=C5)F)Cl. Cell line: KM12. Synergy scores: CSS=16.8, Synergy_ZIP=-9.10, Synergy_Bliss=-21.7, Synergy_Loewe=-23.7, Synergy_HSA=-22.3.